From a dataset of Forward reaction prediction with 1.9M reactions from USPTO patents (1976-2016). Predict the product of the given reaction. (1) The product is: [CH3:1][O:2][C:3]1[CH:8]=[CH:7][C:6]([C:9]2[CH:14]=[CH:13][C:12]3[N:15]=[C:19]([CH3:20])[NH:18][C:11]=3[CH:10]=2)=[CH:5][CH:4]=1. Given the reactants [CH3:1][O:2][C:3]1[CH:8]=[CH:7][C:6]([C:9]2[CH:14]=[CH:13][C:12]([N+:15]([O-])=O)=[C:11]([NH:18][C:19](=O)[CH3:20])[CH:10]=2)=[CH:5][CH:4]=1, predict the reaction product. (2) Given the reactants C(=S)(OC1C=CC=CC=1)O[CH:3]([C:8]1[CH:9]=[N:10][N:11]([CH2:13][C:14]2[CH:19]=[CH:18][CH:17]=[CH:16][CH:15]=2)[CH:12]=1)[C:4]([F:7])([F:6])[F:5].[SnH](CC1C=CC=CC=1)(CC1C=CC=CC=1)[CH2:29]C1C=CC=CC=1.CC(N=NC(C#N)(C)C)(C#N)C, predict the reaction product. The product is: [CH2:13]([N:11]1[CH:12]=[C:8]([CH2:3][C:4]([F:5])([F:6])[F:7])[C:9]([CH3:29])=[N:10]1)[C:14]1[CH:15]=[CH:16][CH:17]=[CH:18][CH:19]=1. (3) The product is: [CH3:16][C:2]1[CH:3]=[C:4]([CH:8]=[C:9]([O:11][C:12]([F:15])([F:14])[F:13])[CH:10]=1)[C:5]([OH:7])=[O:6]. Given the reactants Br[C:2]1[CH:3]=[C:4]([CH:8]=[C:9]([O:11][C:12]([F:15])([F:14])[F:13])[CH:10]=1)[C:5]([OH:7])=[O:6].[CH3:16][Al](C)C.Cl, predict the reaction product.